Dataset: Peptide-MHC class II binding affinity with 134,281 pairs from IEDB. Task: Regression. Given a peptide amino acid sequence and an MHC pseudo amino acid sequence, predict their binding affinity value. This is MHC class II binding data. (1) The peptide sequence is DITVKNCVLKKSTNG. The MHC is HLA-DPA10103-DPB10201 with pseudo-sequence HLA-DPA10103-DPB10201. The binding affinity (normalized) is 0.182. (2) The peptide sequence is GVLAGLAFQEMENFL. The MHC is DRB1_1301 with pseudo-sequence DRB1_1301. The binding affinity (normalized) is 0.367. (3) The peptide sequence is TPFPHRKGVLFNIQY. The MHC is HLA-DQA10501-DQB10301 with pseudo-sequence HLA-DQA10501-DQB10301. The binding affinity (normalized) is 0.368. (4) The peptide sequence is GYTPATPAAPAGAEP. The MHC is DRB5_0101 with pseudo-sequence DRB5_0101. The binding affinity (normalized) is 0.373.